From a dataset of Catalyst prediction with 721,799 reactions and 888 catalyst types from USPTO. Predict which catalyst facilitates the given reaction. (1) Reactant: [C:1]([O-])([O-])=O.[K+].[K+].[OH:7][C:8]1[CH:13]=[CH:12][C:11]([N+:14]([O-:16])=[O:15])=[C:10]([F:17])[CH:9]=1.CI. Product: [CH3:1][O:7][C:8]1[CH:13]=[CH:12][C:11]([N+:14]([O-:16])=[O:15])=[C:10]([F:17])[CH:9]=1. The catalyst class is: 10. (2) Reactant: [Br:1][C:2]1[CH:10]=[CH:9][C:5]([C:6]([OH:8])=[O:7])=[C:4]([F:11])[CH:3]=1.Cl[CH2:13]CCl.S(Cl)(Cl)=O.CN(C=O)C. Product: [CH3:13][O:7][C:6](=[O:8])[C:5]1[CH:9]=[CH:10][C:2]([Br:1])=[CH:3][C:4]=1[F:11]. The catalyst class is: 5. (3) Reactant: C(Cl)(=O)C(Cl)=O.CS(C)=O.[C:11]([O:15][C:16](=[O:32])[N:17]([CH2:19][C@H:20]([C:24]1[CH:29]=[CH:28][C:27]([Cl:30])=[C:26]([Cl:31])[CH:25]=1)[CH2:21][CH2:22][OH:23])[CH3:18])([CH3:14])([CH3:13])[CH3:12].C(N(CC)CC)C. Product: [C:11]([O:15][C:16](=[O:32])[N:17]([CH2:19][C@H:20]([C:24]1[CH:29]=[CH:28][C:27]([Cl:30])=[C:26]([Cl:31])[CH:25]=1)[CH2:21][CH:22]=[O:23])[CH3:18])([CH3:14])([CH3:12])[CH3:13]. The catalyst class is: 4. (4) Reactant: [C:1]1([C:7]2[CH:11]=[CH:10][S:9][C:8]=2[C:12]([OH:14])=O)[CH:6]=[CH:5][CH:4]=[CH:3][CH:2]=1.C(Cl)(=O)C(Cl)=O.[Cl:21][C:22]1[CH:23]=[C:24]([N:28]2[CH2:33][CH2:32][NH:31][CH2:30][CH2:29]2)[CH:25]=[CH:26][CH:27]=1.C(N(CC)CC)C. Product: [Cl:21][C:22]1[CH:23]=[C:24]([N:28]2[CH2:33][CH2:32][N:31]([C:12]([C:8]3[S:9][CH:10]=[CH:11][C:7]=3[C:1]3[CH:2]=[CH:3][CH:4]=[CH:5][CH:6]=3)=[O:14])[CH2:30][CH2:29]2)[CH:25]=[CH:26][CH:27]=1. The catalyst class is: 4. (5) Reactant: [S:1]1[C:9]2[C:4](=[N:5][CH:6]=[CH:7][C:8]=2[OH:10])[CH:3]=[CH:2]1.[I:11]N1C(=O)CCC1=O. Product: [I:11][C:7]1[C:8]([OH:10])=[C:9]2[S:1][CH:2]=[CH:3][C:4]2=[N:5][CH:6]=1. The catalyst class is: 10. (6) Reactant: [Cl:1][C:2]1[CH:8]=[CH:7][C:5]([NH2:6])=[C:4]([F:9])[CH:3]=1.[C:10](OC(=O)C)(=[O:12])[CH3:11]. Product: [Cl:1][C:2]1[CH:8]=[CH:7][C:5]([NH:6][C:10](=[O:12])[CH3:11])=[C:4]([F:9])[CH:3]=1. The catalyst class is: 15. (7) Reactant: Br[C:2]1[CH:3]=[C:4]2[C:8](=[C:9]([C:11]([NH2:13])=[O:12])[CH:10]=1)[NH:7][CH:6]=[C:5]2[CH:14]1[CH2:19][CH2:18][N:17]([S:20]([CH2:23][CH3:24])(=[O:22])=[O:21])[CH2:16][CH2:15]1.CC1(C)C(C)(C)OB([C:33]2[CH:34]=[C:35]([CH2:39][NH:40][CH2:41][CH2:42][C:43]#[N:44])[CH:36]=[N:37][CH:38]=2)O1.O1CCOCC1.C(=O)([O-])[O-].[K+].[K+]. Product: [C:43]([CH2:42][CH2:41][NH:40][CH2:39][C:35]1[CH:34]=[C:33]([C:2]2[CH:3]=[C:4]3[C:8](=[C:9]([C:11]([NH2:13])=[O:12])[CH:10]=2)[NH:7][CH:6]=[C:5]3[CH:14]2[CH2:15][CH2:16][N:17]([S:20]([CH2:23][CH3:24])(=[O:22])=[O:21])[CH2:18][CH2:19]2)[CH:38]=[N:37][CH:36]=1)#[N:44]. The catalyst class is: 72. (8) Reactant: [Cl:1][C:2]1[CH:3]=[C:4]2[C:8](=[CH:9][CH:10]=1)[NH:7][C:6]([C:11]([NH:13][NH2:14])=[O:12])=[CH:5]2.C(N(CC)CC)C.[C:22]1([CH2:28][C:29](Cl)=[O:30])[CH:27]=[CH:26][CH:25]=[CH:24][CH:23]=1.C(=O)([O-])O.[Na+]. Product: [C:22]1([CH2:28][C:29]([N:13]([C:11]([C:6]2[NH:7][C:8]3[C:4]([CH:5]=2)=[CH:3][C:2]([Cl:1])=[CH:10][CH:9]=3)=[O:12])[NH2:14])=[O:30])[CH:27]=[CH:26][CH:25]=[CH:24][CH:23]=1. The catalyst class is: 20. (9) Reactant: Cl[C:2]1[CH:3]=[C:4]([NH:8][C:9]2[C:10](=[O:25])[N:11]([CH2:23][CH3:24])[N:12]=[C:13]([C:17]3[CH:22]=[CH:21][CH:20]=[CH:19][CH:18]=3)[C:14]=2[CH:15]=[CH2:16])[CH:5]=[CH:6][CH:7]=1. Product: [NH:8]([C:9]1[C:10](=[O:25])[N:11]([CH2:23][CH3:24])[N:12]=[C:13]([C:17]2[CH:18]=[CH:19][CH:20]=[CH:21][CH:22]=2)[C:14]=1[CH2:15][CH3:16])[C:4]1[CH:3]=[CH:2][CH:7]=[CH:6][CH:5]=1. The catalyst class is: 63. (10) The catalyst class is: 57. Product: [CH2:13]([C:15]1[CH:20]=[CH:19][C:18]([C:21](=[O:24])[CH:29]([OH:36])[C:30]2[CH:35]=[CH:34][CH:33]=[CH:32][CH:31]=2)=[CH:17][CH:16]=1)[CH3:14]. Reactant: C(NC(C)C)(C)C.C([Li])CCC.[CH2:13]([C:15]1[CH:20]=[CH:19][C:18]([CH:21]([O:24][Si](C)(C)C)C#N)=[CH:17][CH:16]=1)[CH3:14].[CH:29](=[O:36])[C:30]1[CH:35]=[CH:34][CH:33]=[CH:32][CH:31]=1.[Cl-].[NH4+].